From a dataset of Catalyst prediction with 721,799 reactions and 888 catalyst types from USPTO. Predict which catalyst facilitates the given reaction. (1) Reactant: C(S)CCCCCCCCCCC.[Cl-].[Cl-].[Cl-].[Al+3].C[O:19][C:20]1[CH:25]=[CH:24][C:23]([C:26]2[CH2:27][CH2:28][C:29](=[O:33])[N:30]([CH3:32])[N:31]=2)=[CH:22][CH:21]=1. Product: [OH:19][C:20]1[CH:25]=[CH:24][C:23]([C:26]2[CH2:27][CH2:28][C:29](=[O:33])[N:30]([CH3:32])[N:31]=2)=[CH:22][CH:21]=1. The catalyst class is: 11. (2) Reactant: [CH3:1][O:2][C:3]1[CH:4]=[C:5]([CH:34]=[C:35]([O:41][CH3:42])[C:36]=1[O:37][CH2:38][CH2:39][CH3:40])[CH2:6][C:7]1[C:16]2[C:11](=[C:12]([N:20]=C(C3C=CC=CC=3)C3C=CC=CC=3)[C:13]([O:17][CH2:18][CH3:19])=[CH:14][CH:15]=2)[CH:10]=[N:9][CH:8]=1.[ClH:43].CO. Product: [ClH:43].[ClH:43].[CH3:1][O:2][C:3]1[CH:4]=[C:5]([CH:34]=[C:35]([O:41][CH3:42])[C:36]=1[O:37][CH2:38][CH2:39][CH3:40])[CH2:6][C:7]1[C:16]2[C:11](=[C:12]([NH2:20])[C:13]([O:17][CH2:18][CH3:19])=[CH:14][CH:15]=2)[CH:10]=[N:9][CH:8]=1. The catalyst class is: 1. (3) Reactant: [CH3:1][C:2]1[CH:3]=[CH:4][CH:5]=[C:6]2[C:11]=1[NH:10][C:9](=[O:12])[C:8]([CH:13]=O)=[CH:7]2.[CH3:15][N:16]1[CH2:21][CH2:20][N:19]([C:22]2[CH:27]=[CH:26][C:25]([NH2:28])=[CH:24][CH:23]=2)[CH2:18][CH2:17]1.C(O[BH-](OC(=O)C)OC(=O)C)(=O)C.[Na+].[CH3:43][N:44]1[C:49]2[CH:50]=[CH:51][C:52]([S:54](Cl)(=[O:56])=[O:55])=[CH:53][C:48]=2[O:47][CH2:46][CH2:45]1.CCN(C(C)C)C(C)C. Product: [CH3:43][N:44]1[CH2:45][CH2:46][O:47][C:48]2[CH:53]=[C:52]([S:54]([N:28]([CH2:13][C:8]3[C:9](=[O:12])[NH:10][C:11]4[C:6]([CH:7]=3)=[CH:5][CH:4]=[CH:3][C:2]=4[CH3:1])[C:25]3[CH:26]=[CH:27][C:22]([N:19]4[CH2:18][CH2:17][N:16]([CH3:15])[CH2:21][CH2:20]4)=[CH:23][CH:24]=3)(=[O:56])=[O:55])[CH:51]=[CH:50][C:49]1=2. The catalyst class is: 26. (4) Reactant: [C:1]1([CH:7]2[O:11][C@H:10]([C:12](OCC)=[O:13])[C@@H:9]([C:17](OCC)=[O:18])[O:8]2)[CH:6]=[CH:5][CH:4]=[CH:3][CH:2]=1.[BH4-].[Na+]. Product: [OH:13][CH2:12][C@@H:10]1[C@@H:9]([CH2:17][OH:18])[O:8][CH:7]([C:1]2[CH:6]=[CH:5][CH:4]=[CH:3][CH:2]=2)[O:11]1. The catalyst class is: 8. (5) Reactant: C[O:2][C:3]([C@H:5]1[N:10]2[C:11](=[O:34])[C@@H:12]([NH:17][S:18]([C:21]3[C:30]4[C:25](=[C:26]([N:31]([CH3:33])[CH3:32])[CH:27]=[CH:28][CH:29]=4)[CH:24]=[CH:23][CH:22]=3)(=[O:20])=[O:19])[CH2:13][CH2:14][C:15](=[O:16])[N:9]2[CH2:8][CH2:7][CH2:6]1)=[O:4].[Li+].[OH-].Cl. Product: [CH3:32][N:31]([CH3:33])[C:26]1[CH:27]=[CH:28][CH:29]=[C:30]2[C:25]=1[CH:24]=[CH:23][CH:22]=[C:21]2[S:18]([NH:17][C@@H:12]1[C:11](=[O:34])[N:10]2[C@H:5]([C:3]([OH:4])=[O:2])[CH2:6][CH2:7][CH2:8][N:9]2[C:15](=[O:16])[CH2:14][CH2:13]1)(=[O:19])=[O:20]. The catalyst class is: 20.